This data is from Forward reaction prediction with 1.9M reactions from USPTO patents (1976-2016). The task is: Predict the product of the given reaction. (1) Given the reactants C([O:3][C:4]([C:6]1[N:7]=[C:8]([C:11]2[CH:16]=[CH:15][CH:14]=[CH:13][C:12]=2[CH3:17])[S:9][CH:10]=1)=[O:5])C.[OH-].[Na+], predict the reaction product. The product is: [C:12]1([CH3:17])[CH:13]=[CH:14][CH:15]=[CH:16][C:11]=1[C:8]1[S:9][CH:10]=[C:6]([C:4]([OH:5])=[O:3])[N:7]=1. (2) Given the reactants [CH3:1][C@H:2]1[CH2:6][CH2:5][CH2:4][N:3]1[C:7]1[C:8]([C:21]2[CH:26]=[CH:25][CH:24]=[CH:23][CH:22]=2)=[N:9][C:10]2[C:15]([N:16]=1)=[CH:14][C:13]([C:17]([O:19]C)=[O:18])=[CH:12][CH:11]=2.[OH-].[Na+], predict the reaction product. The product is: [CH3:1][C@H:2]1[CH2:6][CH2:5][CH2:4][N:3]1[C:7]1[C:8]([C:21]2[CH:26]=[CH:25][CH:24]=[CH:23][CH:22]=2)=[N:9][C:10]2[C:15]([N:16]=1)=[CH:14][C:13]([C:17]([OH:19])=[O:18])=[CH:12][CH:11]=2.